From a dataset of Catalyst prediction with 721,799 reactions and 888 catalyst types from USPTO. Predict which catalyst facilitates the given reaction. (1) Reactant: [CH2:1]([N:3]1[CH2:8][CH2:7][O:6][C@H:5]([CH2:9][N:10]2[CH2:15][CH2:14][N:13](C(OC(C)(C)C)=O)[CH2:12][CH2:11]2)[CH2:4]1)[CH3:2].FC(F)(F)C(O)=O. Product: [CH2:1]([N:3]1[CH2:8][CH2:7][O:6][C@H:5]([CH2:9][N:10]2[CH2:11][CH2:12][NH:13][CH2:14][CH2:15]2)[CH2:4]1)[CH3:2]. The catalyst class is: 4. (2) Reactant: [Br:1][C:2]1[CH:7]=[CH:6][C:5]([C:8]2[N:9]=[C:10](O)[C:11]3[O:16][CH2:15][C:14]([CH3:18])([CH3:17])[C:12]=3[N:13]=2)=[CH:4][CH:3]=1.P(Cl)(Cl)([Cl:22])=O.C(=O)([O-])[O-].[Na+].[Na+]. Product: [Br:1][C:2]1[CH:7]=[CH:6][C:5]([C:8]2[N:9]=[C:10]([Cl:22])[C:11]3[O:16][CH2:15][C:14]([CH3:18])([CH3:17])[C:12]=3[N:13]=2)=[CH:4][CH:3]=1. The catalyst class is: 13.